Dataset: Forward reaction prediction with 1.9M reactions from USPTO patents (1976-2016). Task: Predict the product of the given reaction. (1) Given the reactants [CH:1]1([C:7]2[NH:11][C:10](=[O:12])[C:9]3([CH2:17][CH2:16][N:15]([S:18]([CH2:21][CH2:22][C:23]4[CH:28]=[CH:27][CH:26]=[C:25]([N+:29]([O-])=O)[CH:24]=4)(=[O:20])=[O:19])[CH2:14][CH2:13]3)[N:8]=2)[CH2:6][CH2:5][CH2:4][CH2:3][CH2:2]1, predict the reaction product. The product is: [NH2:29][C:25]1[CH:24]=[C:23]([CH2:22][CH2:21][S:18]([N:15]2[CH2:14][CH2:13][C:9]3([N:8]=[C:7]([CH:1]4[CH2:6][CH2:5][CH2:4][CH2:3][CH2:2]4)[NH:11][C:10]3=[O:12])[CH2:17][CH2:16]2)(=[O:20])=[O:19])[CH:28]=[CH:27][CH:26]=1. (2) Given the reactants [CH2:1]([C@H:3]1[O:5][CH2:4]1)Cl.C(OC)(C)(C)C.[C:12]1([OH:18])[CH:17]=[CH:16][CH:15]=[CH:14][CH:13]=1.[OH-].[Na+], predict the reaction product. The product is: [CH2:1]([O:18][C:12]1[CH:17]=[CH:16][CH:15]=[CH:14][CH:13]=1)[C@@H:3]1[O:5][CH2:4]1.